Dataset: Catalyst prediction with 721,799 reactions and 888 catalyst types from USPTO. Task: Predict which catalyst facilitates the given reaction. Reactant: CN(C(ON1N=NC2C=CC=CC1=2)=[N+](C)C)C.F[P-](F)(F)(F)(F)F.[C:25]([C:28]1[N:29]=[C:30]([CH:33]([NH:35][C:36](=[O:42])[O:37][C:38]([CH3:41])([CH3:40])[CH3:39])[CH3:34])[S:31][CH:32]=1)([OH:27])=O.C(N(C(C)C)CC)(C)C.[NH:52]1[C:61]2[C:56](=[CH:57][CH:58]=[CH:59][CH:60]=2)[CH2:55][CH2:54][CH2:53]1. Product: [N:52]1([C:25]([C:28]2[N:29]=[C:30]([CH:33]([NH:35][C:36](=[O:42])[O:37][C:38]([CH3:41])([CH3:40])[CH3:39])[CH3:34])[S:31][CH:32]=2)=[O:27])[C:61]2[C:56](=[CH:57][CH:58]=[CH:59][CH:60]=2)[CH2:55][CH2:54][CH2:53]1. The catalyst class is: 3.